Dataset: Forward reaction prediction with 1.9M reactions from USPTO patents (1976-2016). Task: Predict the product of the given reaction. (1) Given the reactants [CH3:1][O:2][C:3](=[O:11])[C:4]1[CH:9]=[C:8]([NH2:10])[CH:7]=[N:6][CH:5]=1.[Br:12][C:13]1[CH:14]=[CH:15][C:16]([O:23][CH3:24])=[C:17]([S:19](Cl)(=[O:21])=[O:20])[CH:18]=1, predict the reaction product. The product is: [CH3:1][O:2][C:3](=[O:11])[C:4]1[CH:9]=[C:8]([NH:10][S:19]([C:17]2[CH:18]=[C:13]([Br:12])[CH:14]=[CH:15][C:16]=2[O:23][CH3:24])(=[O:20])=[O:21])[CH:7]=[N:6][CH:5]=1. (2) The product is: [C:15]([O:14][C:12]([N:10]1[CH2:11][C:8]2([CH2:19][C:20](=[O:21])[CH2:5][C:6](=[O:22])[NH:7]2)[CH2:9]1)=[O:13])([CH3:18])([CH3:16])[CH3:17]. Given the reactants COC([CH:5]1[C:20](=[O:21])[CH2:19][C:8]2([CH2:11][N:10]([C:12]([O:14][C:15]([CH3:18])([CH3:17])[CH3:16])=[O:13])[CH2:9]2)[NH:7][C:6]1=[O:22])=O, predict the reaction product.